This data is from Catalyst prediction with 721,799 reactions and 888 catalyst types from USPTO. The task is: Predict which catalyst facilitates the given reaction. (1) Reactant: [C:1]([O:5][C:6]([N:8]1[CH2:13][CH2:12][N:11]([C:14]2[S:15][C:16]3[CH:22]=[C:21]([C:23]([F:26])([F:25])[F:24])[CH:20]=[CH:19][C:17]=3[N:18]=2)[C@H:10]([CH2:27][OH:28])[CH2:9]1)=[O:7])([CH3:4])([CH3:3])[CH3:2].[CH3:29]I.[H-].[Na+]. Product: [C:1]([O:5][C:6]([N:8]1[CH2:13][CH2:12][N:11]([C:14]2[S:15][C:16]3[CH:22]=[C:21]([C:23]([F:25])([F:24])[F:26])[CH:20]=[CH:19][C:17]=3[N:18]=2)[C@H:10]([CH2:27][O:28][CH3:29])[CH2:9]1)=[O:7])([CH3:4])([CH3:3])[CH3:2]. The catalyst class is: 9. (2) Reactant: [Br:1][C:2]1[CH:3]=[CH:4][C:5]([O:11][CH2:12][C:13]2[CH:18]=[CH:17][CH:16]=[CH:15][CH:14]=2)=[C:6]([CH:10]=1)[C:7]([OH:9])=O.C1N=CN(C(N2C=NC=C2)=O)C=1.[F:31][C:32]1[CH:33]=[C:34]([NH2:38])[CH:35]=[CH:36][CH:37]=1. Product: [Br:1][C:2]1[CH:3]=[CH:4][C:5]([O:11][CH2:12][C:13]2[CH:18]=[CH:17][CH:16]=[CH:15][CH:14]=2)=[C:6]([CH:10]=1)[C:7]([NH:38][C:34]1[CH:35]=[CH:36][CH:37]=[C:32]([F:31])[CH:33]=1)=[O:9]. The catalyst class is: 1. (3) Reactant: [Cl:1][C:2]1[CH:7]=[CH:6][C:5]([C:8]([C:38]2[CH:43]=[CH:42][C:41]([Cl:44])=[CH:40][CH:39]=2)(O)[C:9]2[CH:10]=[C:11]3[C:16](=[CH:17][CH:18]=2)[N:15]=[C:14]([O:19][CH2:20][CH2:21][OH:22])[N:13]=[C:12]3[NH:23][CH:24]2[CH2:29][CH2:28][N:27](C(OC(C)(C)C)=O)[CH2:26][CH2:25]2)=[CH:4][CH:3]=1.[SiH](CC)(CC)CC.FC(F)(F)C(O)=O. Product: [Cl:1][C:2]1[CH:7]=[CH:6][C:5]([CH:8]([C:38]2[CH:39]=[CH:40][C:41]([Cl:44])=[CH:42][CH:43]=2)[C:9]2[CH:10]=[C:11]3[C:16](=[CH:17][CH:18]=2)[N:15]=[C:14]([O:19][CH2:20][CH2:21][OH:22])[N:13]=[C:12]3[NH:23][CH:24]2[CH2:25][CH2:26][NH:27][CH2:28][CH2:29]2)=[CH:4][CH:3]=1. The catalyst class is: 4. (4) Reactant: [CH2:1]([N:4]1[C:16]2[CH:15]=[CH:14][CH:13]=[CH:12][C:11]=2[C:10]2[C:5]1=[CH:6][CH:7]=[CH:8][CH:9]=2)[C:2]#[CH:3].O.[OH-].[Na+].[I:20]I. Product: [I:20][C:3]#[C:2][CH2:1][N:4]1[C:16]2[CH:15]=[CH:14][CH:13]=[CH:12][C:11]=2[C:10]2[C:5]1=[CH:6][CH:7]=[CH:8][CH:9]=2. The catalyst class is: 111. (5) Reactant: [OH:1][C:2]1[CH:9]=[CH:8][C:5]([CH:6]=[O:7])=[CH:4][CH:3]=1.[CH3:10][N:11]1[CH2:16][CH2:15][NH:14][CH2:13][CH2:12]1.[CH2:17]=O. Product: [OH:1][C:2]1[CH:9]=[CH:8][C:5]([CH:6]=[O:7])=[CH:4][C:3]=1[CH2:10][N:11]1[CH2:16][CH2:15][N:14]([CH3:17])[CH2:13][CH2:12]1. The catalyst class is: 14. (6) Reactant: C(OC([N:8]([C:13]1[CH:53]=[CH:52][C:16]([C:17]([O:19][C:20]([CH3:51])([CH3:50])[C:21]([O:23][C@H:24]([C:35]2[CH:40]=[CH:39][C:38]([O:41][CH:42]([F:44])[F:43])=[C:37]([O:45][CH2:46][CH:47]3[CH2:49][CH2:48]3)[CH:36]=2)[CH2:25][C:26]2[C:31]([Cl:32])=[CH:30][N+:29]([O-:33])=[CH:28][C:27]=2[Cl:34])=[O:22])=[O:18])=[CH:15][C:14]=1[O:54][CH2:55][CH:56]1[CH2:58][CH2:57]1)[S:9]([CH3:12])(=[O:11])=[O:10])=O)(C)(C)C.O1CCOCC1. Product: [Cl:34][C:27]1[CH:28]=[N+:29]([O-:33])[CH:30]=[C:31]([Cl:32])[C:26]=1[CH2:25][C@@H:24]([C:35]1[CH:40]=[CH:39][C:38]([O:41][CH:42]([F:43])[F:44])=[C:37]([O:45][CH2:46][CH:47]2[CH2:48][CH2:49]2)[CH:36]=1)[O:23][C:21](=[O:22])[C:20]([O:19][C:17](=[O:18])[C:16]1[CH:52]=[CH:53][C:13]([NH:8][S:9]([CH3:12])(=[O:11])=[O:10])=[C:14]([O:54][CH2:55][CH:56]2[CH2:58][CH2:57]2)[CH:15]=1)([CH3:50])[CH3:51]. The catalyst class is: 473. (7) Reactant: N[C:2]1[CH:3]=[C:4]2[C:9](=[CH:10][CH:11]=1)[C:8](=[O:12])[CH2:7][CH2:6][CH2:5]2.S(=O)(=O)(O)O.N([O-])=O.[Na+].[I-:22].[Na+]. Product: [I:22][C:2]1[CH:3]=[C:4]2[C:9](=[CH:10][CH:11]=1)[C:8](=[O:12])[CH2:7][CH2:6][CH2:5]2. The catalyst class is: 86. (8) Reactant: [CH2:1]([O:3][C:4]([C@@H:6]1[CH2:10][CH:9]([OH:11])[CH2:8][C@H:7]1[CH2:12][O:13][C:14]1[CH:19]=[CH:18][C:17]([Cl:20])=[CH:16][CH:15]=1)=[O:5])[CH3:2].C(N(CC)CC)C.[CH3:28][S:29](Cl)(=[O:31])=[O:30].Cl. Product: [CH2:1]([O:3][C:4]([C@@H:6]1[CH2:10][CH:9]([O:11][S:29]([CH3:28])(=[O:31])=[O:30])[CH2:8][C@H:7]1[CH2:12][O:13][C:14]1[CH:15]=[CH:16][C:17]([Cl:20])=[CH:18][CH:19]=1)=[O:5])[CH3:2]. The catalyst class is: 4. (9) Reactant: [CH3:1][C@@H:2]1[CH2:7][N:6]([C:8]2[C:21]([CH:22]=O)=[CH:20][C:11]3[C:12]([C:15]4[O:16][CH:17]=[CH:18][CH:19]=4)=[N:13][O:14][C:10]=3[C:9]=2[F:24])[CH2:5][C@H:4]([CH3:25])[O:3]1.[NH:26]1[C:31](=[O:32])[CH2:30][C:29](=[O:33])[NH:28][C:27]1=[O:34]. Product: [F:24][C:9]1[C:10]2[O:14][N:13]=[C:12]([C:15]3[O:16][CH:17]=[CH:18][CH:19]=3)[C:11]=2[CH:20]=[C:21]2[C:8]=1[N:6]1[CH2:7][C@@H:2]([CH3:1])[O:3][C@@H:4]([CH3:25])[C@@H:5]1[C:30]1([C:29](=[O:33])[NH:28][C:27](=[O:34])[NH:26][C:31]1=[O:32])[CH2:22]2. The catalyst class is: 32.